From a dataset of Full USPTO retrosynthesis dataset with 1.9M reactions from patents (1976-2016). Predict the reactants needed to synthesize the given product. Given the product [CH:16]1[C:25]2[C:20](=[CH:21][CH:22]=[CH:23][CH:24]=2)[CH:19]=[CH:18][C:17]=1[S:26][CH:27]1[CH2:32][CH2:31][N:30]([C:13]([CH:10]2[CH2:11][CH2:12][N:7]([C:4]3[CH:5]=[CH:6][N:1]=[CH:2][CH:3]=3)[CH2:8][CH2:9]2)=[O:14])[CH2:29][CH2:28]1, predict the reactants needed to synthesize it. The reactants are: [N:1]1[CH:6]=[CH:5][C:4]([N:7]2[CH2:12][CH2:11][CH:10]([C:13](Cl)=[O:14])[CH2:9][CH2:8]2)=[CH:3][CH:2]=1.[CH:16]1[C:25]2[C:20](=[CH:21][CH:22]=[CH:23][CH:24]=2)[CH:19]=[CH:18][C:17]=1[S:26][CH:27]1[CH2:32][CH2:31][NH:30][CH2:29][CH2:28]1.